This data is from Reaction yield outcomes from USPTO patents with 853,638 reactions. The task is: Predict the reaction yield, written as a fraction of the theoretical maximum amount of product (1.0 means a 100% yield; for example, 0.34 means a 34% yield). (1) The reactants are [CH:1]([C:4]1[CH:25]=[CH:24][C:7]([CH2:8][C:9]2[C:21]([CH3:22])=[CH:20][C:19]([CH3:23])=[CH:18][C:10]=2[O:11][C:12]([CH3:17])([CH3:16])[C:13](O)=[O:14])=[CH:6][CH:5]=1)([CH3:3])[CH3:2].C(Cl)(=O)C(Cl)=O.[Cl-].[Al+3].[Cl-].[Cl-]. The catalyst is C1COCC1.CN(C=O)C.ClCCl. The product is [CH:1]([C:4]1[CH:5]=[CH:6][C:7]([CH2:8][C:9]2[C:10]3[O:11][C:12]([CH3:17])([CH3:16])[C:13](=[O:14])[C:18]=3[C:19]([CH3:23])=[CH:20][C:21]=2[CH3:22])=[CH:24][CH:25]=1)([CH3:3])[CH3:2]. The yield is 0.640. (2) The reactants are [F:1][C:2]1[CH:7]=[CH:6][C:5]([C:8]2[C:12]([CH2:13][O:14][C:15]3[CH:16]=[CH:17][C:18]([C:21](O)=[O:22])=[N:19][CH:20]=3)=[C:11]([CH2:24][OH:25])[O:10][N:9]=2)=[CH:4][CH:3]=1.[C:26]([NH2:30])([CH3:29])([CH3:28])[CH3:27]. No catalyst specified. The product is [C:26]([NH:30][C:21]([C:18]1[CH:17]=[CH:16][C:15]([O:14][CH2:13][C:12]2[C:8]([C:5]3[CH:6]=[CH:7][C:2]([F:1])=[CH:3][CH:4]=3)=[N:9][O:10][C:11]=2[CH2:24][OH:25])=[CH:20][N:19]=1)=[O:22])([CH3:29])([CH3:28])[CH3:27]. The yield is 0.510. (3) The reactants are [CH3:1][S:2]([NH:5][C:6]1[CH:14]=[CH:13][CH:12]=[C:11]2[C:7]=1[C:8](=[O:24])[N:9]([CH2:16][C:17]([O:19]C(C)(C)C)=[O:18])[C:10]2=[O:15])(=[O:4])=[O:3].C(O)(C(F)(F)F)=O. The catalyst is C(Cl)Cl. The product is [CH3:1][S:2]([NH:5][C:6]1[CH:14]=[CH:13][CH:12]=[C:11]2[C:7]=1[C:8](=[O:24])[N:9]([CH2:16][C:17]([OH:19])=[O:18])[C:10]2=[O:15])(=[O:3])=[O:4]. The yield is 1.00. (4) The reactants are O=[C:2]1[CH:8]([NH:9][C:10](=[O:17])[C:11]2[CH:16]=[CH:15][CH:14]=[CH:13][N:12]=2)[CH2:7][CH2:6][CH2:5][N:4]([C:18]([O:20][CH2:21][C:22]2[CH:27]=[CH:26][CH:25]=[CH:24][CH:23]=2)=[O:19])[CH2:3]1.P(Cl)(Cl)(Cl)(Cl)Cl. The catalyst is O1CCOCC1. The product is [N:12]1[CH:13]=[CH:14][CH:15]=[CH:16][C:11]=1[C:10]1[O:17][C:2]2[CH2:3][N:4]([C:18]([O:20][CH2:21][C:22]3[CH:27]=[CH:26][CH:25]=[CH:24][CH:23]=3)=[O:19])[CH2:5][CH2:6][CH2:7][C:8]=2[N:9]=1. The yield is 0.105. (5) The reactants are C1(N)C(F)=C(F)C(F)=C(N)C=1F.Cl.Cl.[NH2:15][CH:16]1[CH2:25][C:24]2[C:19](=[CH:20][CH:21]=[CH:22][N:23]=2)[NH:18][C:17]1=[O:26].CCN(C(C)C)C(C)C.[C:36]([O:40][C:41](=[O:63])[NH:42][C@H:43]([CH2:55][C:56]1[CH:61]=[CH:60][CH:59]=[CH:58][C:57]=1[F:62])[CH2:44][C:45](ON1C(=O)CCC1=O)=[O:46])([CH3:39])([CH3:38])[CH3:37]. The catalyst is C(Cl)Cl.O. The product is [C:36]([O:40][C:41](=[O:63])[NH:42][C@H:43]([CH2:55][C:56]1[CH:61]=[CH:60][CH:59]=[CH:58][C:57]=1[F:62])[CH2:44][C:45](=[O:46])[NH:15][CH:16]1[CH2:25][C:24]2[C:19](=[CH:20][CH:21]=[CH:22][N:23]=2)[NH:18][C:17]1=[O:26])([CH3:39])([CH3:37])[CH3:38]. The yield is 0.860. (6) The reactants are [I:1][C:2]1[C:7]([OH:8])=[CH:6][CH:5]=[CH:4][N:3]=1.[S:9]1[CH:13]=[CH:12][C:11]([CH2:14][CH2:15]O)=[CH:10]1.C1(P(C2C=CC=CC=2)C2C=CC=CC=2)C=CC=CC=1.O1CCCC1.N(C(OC(C)C)=O)=NC(OC(C)C)=O. No catalyst specified. The product is [I:1][C:2]1[C:7]([O:8][CH2:15][CH2:14][C:11]2[CH:12]=[CH:13][S:9][CH:10]=2)=[CH:6][CH:5]=[CH:4][N:3]=1. The yield is 0.900. (7) The reactants are CO[C:3]1[C:8]2[CH:9]=[N:10][S:11][C:7]=2[CH:6]=[CH:5][CH:4]=1.FC1C(OC)=CC=CC=1[CH:15]=[O:16].[S].[NH4+].[OH-]. The catalyst is COCCO. The product is [CH3:15][O:16][C:6]1[C:7]2[S:11][N:10]=[CH:9][C:8]=2[CH:3]=[CH:4][CH:5]=1. The yield is 0.140. (8) The reactants are [Si:1]([O:8][CH2:9][C:10]1[CH:18]=[CH:17][C:13]([C:14](O)=[O:15])=[CH:12][C:11]=1[N+:19]([O-:21])=[O:20])([C:4]([CH3:7])([CH3:6])[CH3:5])([CH3:3])[CH3:2].F[P-](F)(F)(F)(F)F.CN(C)C(F)=[N+](C)C.C(N(CC)CC)C.O.[NH2:45][NH2:46]. The catalyst is CN(C)C=O.O. The product is [Si:1]([O:8][CH2:9][C:10]1[CH:18]=[CH:17][C:13]([C:14]([NH:45][NH2:46])=[O:15])=[CH:12][C:11]=1[N+:19]([O-:21])=[O:20])([C:4]([CH3:7])([CH3:6])[CH3:5])([CH3:3])[CH3:2]. The yield is 0.440. (9) The reactants are O[CH2:2][CH:3]([C:13]1[C:18]([OH:19])=[C:17]([CH3:20])[C:16]([CH3:21])=[CH:15][CH:14]=1)[C:4]1[CH:9]=[CH:8][C:7]([CH:10]([CH3:12])[CH3:11])=[CH:6][CH:5]=1. The catalyst is CO. The product is [CH:10]([C:7]1[CH:8]=[CH:9][C:4]([CH:3]2[C:13]3[CH:14]=[CH:15][C:16]([CH3:21])=[C:17]([CH3:20])[C:18]=3[O:19][CH2:2]2)=[CH:5][CH:6]=1)([CH3:12])[CH3:11]. The yield is 0.800.